This data is from Full USPTO retrosynthesis dataset with 1.9M reactions from patents (1976-2016). The task is: Predict the reactants needed to synthesize the given product. (1) Given the product [OH:1][CH:2]1[CH2:5][N:4]([C:20]([C:19]2[CH:23]=[CH:24][N:25]=[CH:26][C:18]=2[NH:17][C:15]([C:13]2[C:12]([NH:27][C:28]3[CH:29]=[N:30][CH:31]=[N:32][CH:33]=3)=[CH:11][CH:10]=[C:9]([CH:6]3[CH2:8][CH2:7]3)[N:14]=2)=[O:16])=[O:21])[CH2:3]1, predict the reactants needed to synthesize it. The reactants are: [OH:1][CH:2]1[CH2:5][NH:4][CH2:3]1.[CH:6]1([C:9]2[N:14]=[C:13]([C:15]([NH:17][C:18]3[CH:26]=[N:25][CH:24]=[CH:23][C:19]=3[C:20](O)=[O:21])=[O:16])[C:12]([NH:27][C:28]3[CH:29]=[N:30][CH:31]=[N:32][CH:33]=3)=[CH:11][CH:10]=2)[CH2:8][CH2:7]1. (2) Given the product [NH2:8][CH2:9][C:10]1[C:14]2[CH2:15][CH2:16][CH2:17][C:13]=2[N:12]([C:18]2[CH:38]=[CH:37][C:21]([C:22]([NH:24][C@H:25]([C:27]3[NH:31][C:30]4[CH:32]=[CH:33][C:34]([Cl:36])=[CH:35][C:29]=4[N:28]=3)[CH3:26])=[O:23])=[CH:20][C:19]=2[C:39]([F:42])([F:41])[F:40])[N:11]=1, predict the reactants needed to synthesize it. The reactants are: C(OC([NH:8][CH2:9][C:10]1[C:14]2[CH2:15][CH2:16][CH2:17][C:13]=2[N:12]([C:18]2[CH:38]=[CH:37][C:21]([C:22]([NH:24][C@H:25]([C:27]3[NH:31][C:30]4[CH:32]=[CH:33][C:34]([Cl:36])=[CH:35][C:29]=4[N:28]=3)[CH3:26])=[O:23])=[CH:20][C:19]=2[C:39]([F:42])([F:41])[F:40])[N:11]=1)=O)(C)(C)C.FC(F)(F)C(O)=O.ClCl. (3) Given the product [ClH:37].[CH3:1][C:2]([CH3:36])([CH3:35])[C:3]([O:5][CH2:6][N:7]1[N:11]=[N:10][C:9]([C:12]2[CH:13]=[C:14]3[C:31](=[CH:32][CH:33]=2)[O:30][C:17]2([CH2:18][CH2:19][NH:20][CH2:21][CH2:22]2)[CH2:16][C:15]3=[O:34])=[N:8]1)=[O:4], predict the reactants needed to synthesize it. The reactants are: [CH3:1][C:2]([CH3:36])([CH3:35])[C:3]([O:5][CH2:6][N:7]1[N:11]=[N:10][C:9]([C:12]2[CH:13]=[C:14]3[C:31](=[CH:32][CH:33]=2)[O:30][C:17]2([CH2:22][CH2:21][N:20](C(OC(C)(C)C)=O)[CH2:19][CH2:18]2)[CH2:16][C:15]3=[O:34])=[N:8]1)=[O:4].[ClH:37]. (4) Given the product [Br:1][C:2]1[CH:7]=[C:6]([Br:8])[CH:5]=[CH:4][C:3]=1[NH:9][C:10]([N:16]1[CH2:17][CH:14]([OH:13])[CH2:15]1)=[S:11], predict the reactants needed to synthesize it. The reactants are: [Br:1][C:2]1[CH:7]=[C:6]([Br:8])[CH:5]=[CH:4][C:3]=1[N:9]=[C:10]=[S:11].Cl.[OH:13][CH:14]1[CH2:17][NH:16][CH2:15]1.C(N(CC)CC)C. (5) Given the product [CH3:6][N:7]([CH3:13])[C:8]1[S:9][C:10]([Sn:18]([CH2:19][CH2:20][CH2:21][CH3:22])([CH2:23][CH2:24][CH2:25][CH3:26])[CH2:14][CH2:15][CH2:16][CH3:17])=[CH:11][N:12]=1, predict the reactants needed to synthesize it. The reactants are: C([Li])CCC.[CH3:6][N:7]([CH3:13])[C:8]1[S:9][CH:10]=[CH:11][N:12]=1.[CH2:14]([Sn:18](Cl)([CH2:23][CH2:24][CH2:25][CH3:26])[CH2:19][CH2:20][CH2:21][CH3:22])[CH2:15][CH2:16][CH3:17].[Cl-].[NH4+]. (6) Given the product [C:23]([O:22][C:20]([NH:11][C@@H:7]([C:6]1[CH:5]=[CH:4][C:3]([OH:12])=[CH:2][CH:1]=1)[C:8]([OH:10])=[O:9])=[O:21])([CH3:26])([CH3:25])[CH3:24], predict the reactants needed to synthesize it. The reactants are: [CH:1]1[C:6]([C@H:7]([NH3+:11])[C:8]([O-:10])=[O:9])=[CH:5][CH:4]=[C:3]([OH:12])[CH:2]=1.O.C([O-])([O-])=O.[K+].[K+].[C:20](O[C:20]([O:22][C:23]([CH3:26])([CH3:25])[CH3:24])=[O:21])([O:22][C:23]([CH3:26])([CH3:25])[CH3:24])=[O:21].